From a dataset of Full USPTO retrosynthesis dataset with 1.9M reactions from patents (1976-2016). Predict the reactants needed to synthesize the given product. Given the product [N:17]1([S:14]([C:5]2[C:4]3[C:8](=[CH:9][CH:10]=[C:2]([CH:22]=[CH2:23])[CH:3]=3)[NH:7][C:6]=2[C:11]([NH2:13])=[O:12])(=[O:16])=[O:15])[CH2:21][CH2:20][CH2:19][CH2:18]1, predict the reactants needed to synthesize it. The reactants are: Br[C:2]1[CH:3]=[C:4]2[C:8](=[CH:9][CH:10]=1)[NH:7][C:6]([C:11]([NH2:13])=[O:12])=[C:5]2[S:14]([N:17]1[CH2:21][CH2:20][CH2:19][CH2:18]1)(=[O:16])=[O:15].[CH:22](B(O)O)=[CH2:23].